Dataset: Forward reaction prediction with 1.9M reactions from USPTO patents (1976-2016). Task: Predict the product of the given reaction. (1) Given the reactants [CH3:1][O:2][C:3]1[CH:7]=[C:6]([CH2:8]O)[O:5][N:4]=1.S(Cl)([Cl:12])=O, predict the reaction product. The product is: [Cl:12][CH2:8][C:6]1[O:5][N:4]=[C:3]([O:2][CH3:1])[CH:7]=1. (2) Given the reactants [F:1][C:2]([F:12])([F:11])[C:3]([C:5]1[CH:10]=[CH:9][CH:8]=[CH:7][CH:6]=1)=O.C([O:15][C:16](=[O:22])[C@H:17]([CH:19]([CH3:21])[CH3:20])[NH2:18])C.C([O-])([O-])=O.[K+:27].[K+], predict the reaction product. The product is: [K+:27].[F:1][C:2]([F:12])([F:11])[C:3](=[N:18][C@H:17]([C:16]([O-:22])=[O:15])[CH:19]([CH3:21])[CH3:20])[C:5]1[CH:10]=[CH:9][CH:8]=[CH:7][CH:6]=1. (3) Given the reactants [CH:1](=[C:8]1[C:17]2[C:12](=[CH:13][CH:14]=[C:15]([O:18][CH3:19])[CH:16]=2)[O:11][CH2:10][CH:9]1[NH:20][C:21](=[O:25])[O:22][CH2:23][CH3:24])[C:2]1[CH:7]=[CH:6][CH:5]=[CH:4][CH:3]=1.C([O-])=O.[NH4+], predict the reaction product. The product is: [CH2:1]([CH:8]1[C:17]2[C:12](=[CH:13][CH:14]=[C:15]([O:18][CH3:19])[CH:16]=2)[O:11][CH2:10][CH:9]1[NH:20][C:21](=[O:25])[O:22][CH2:23][CH3:24])[C:2]1[CH:3]=[CH:4][CH:5]=[CH:6][CH:7]=1. (4) Given the reactants [Cl-].[Ce+3].[Cl-].[Cl-].[CH2:5]([Mg]Br)[CH3:6].C(OCC)C.[CH:14]([C@H:17]1[C:21](=[O:22])[CH2:20][CH2:19][N:18]1[C:23]([O:25][CH2:26][C:27]1[CH:32]=[CH:31][CH:30]=[CH:29][CH:28]=1)=[O:24])([CH3:16])[CH3:15], predict the reaction product. The product is: [CH2:5]([C@:21]1([OH:22])[CH2:20][CH2:19][N:18]([C:23]([O:25][CH2:26][C:27]2[CH:28]=[CH:29][CH:30]=[CH:31][CH:32]=2)=[O:24])[C@H:17]1[CH:14]([CH3:16])[CH3:15])[CH3:6]. (5) Given the reactants [CH:1]1[C:6]2[C:7]3[CH:8]=[CH:9][CH:10]=[CH:11][C:12]=3[C:13](=[O:23])[N:14]3[C:15](=[O:22])[C:16]4[C:21]([C:4]([C:5]=23)=[CH:3][CH:2]=1)=[CH:20][CH:19]=[CH:18][CH:17]=4.C([O-])(=O)C.[Na+].[Br:29]Br.[OH-].[Na+], predict the reaction product. The product is: [Br:29][C:2]1[CH:3]=[C:4]2[C:21]3[C:16](=[CH:17][CH:18]=[CH:19][CH:20]=3)[C:15](=[O:22])[N:14]3[C:5]2=[C:6]([CH:1]=1)[C:7]1[CH:8]=[CH:9][CH:10]=[CH:11][C:12]=1[C:13]3=[O:23]. (6) The product is: [F:1][C:2]1[CH:3]=[C:4]([O:11][CH2:18][C:19]2[CH:24]=[CH:23][CH:22]=[CH:21][CH:20]=2)[CH:5]=[CH:6][C:7]=1[N+:8]([O-:10])=[O:9]. Given the reactants [F:1][C:2]1[CH:3]=[C:4]([OH:11])[CH:5]=[CH:6][C:7]=1[N+:8]([O-:10])=[O:9].C(=O)([O-])[O-].[Cs+].[Cs+].[CH2:18](Br)[C:19]1[CH:24]=[CH:23][CH:22]=[CH:21][CH:20]=1, predict the reaction product.